The task is: Predict the reaction yield, written as a fraction of the theoretical maximum amount of product (1.0 means a 100% yield; for example, 0.34 means a 34% yield).. This data is from Reaction yield outcomes from USPTO patents with 853,638 reactions. The reactants are [Br:1][C:2]1[C:3]([F:12])=[CH:4][C:5]2[S:9][C:8]([NH2:10])=[N:7][C:6]=2[CH:11]=1.[CH2:13]([N:15]=[C:16]=[O:17])[CH3:14]. The catalyst is O1CCOCC1. The product is [Br:1][C:2]1[C:3]([F:12])=[CH:4][C:5]2[S:9][C:8]([NH:10][C:16]([NH:15][CH2:13][CH3:14])=[O:17])=[N:7][C:6]=2[CH:11]=1. The yield is 0.690.